Dataset: Forward reaction prediction with 1.9M reactions from USPTO patents (1976-2016). Task: Predict the product of the given reaction. (1) Given the reactants [CH:1]1[C:10]2[C:5](=[CH:6][CH:7]=[CH:8][CH:9]=2)[CH:4]=[CH:3][C:2]=1[C:11]1[N:12]=[C:13]([NH:16][C:17]([CH:19]2[CH2:23][CH2:22][CH2:21][CH:20]2[C:24]([O:26]C)=[O:25])=[O:18])[S:14][CH:15]=1.[OH-].[Li+], predict the reaction product. The product is: [CH:1]1[C:10]2[C:5](=[CH:6][CH:7]=[CH:8][CH:9]=2)[CH:4]=[CH:3][C:2]=1[C:11]1[N:12]=[C:13]([NH:16][C:17]([C@@H:19]2[CH2:23][CH2:22][CH2:21][C@H:20]2[C:24]([OH:26])=[O:25])=[O:18])[S:14][CH:15]=1. (2) The product is: [O:32]=[S:2]1(=[O:1])[C:8]2[CH:9]=[CH:10][C:11]([O:13][CH2:14][C:15]([OH:17])=[O:16])=[CH:12][C:7]=2[N:6]([C:20]2[CH:21]=[CH:22][CH:23]=[CH:24][CH:25]=2)[CH2:5][C:4]([CH2:28][CH2:29][CH2:30][CH3:31])([CH2:26][CH3:27])[CH2:3]1. Given the reactants [O:1]=[S:2]1(=[O:32])[C:8]2[CH:9]=[CH:10][C:11]([O:13][CH2:14][C:15]([O:17]CC)=[O:16])=[CH:12][C:7]=2[N:6]([C:20]2[CH:25]=[CH:24][CH:23]=[CH:22][CH:21]=2)[CH2:5][C:4]([CH2:28][CH2:29][CH2:30][CH3:31])([CH2:26][CH3:27])[CH2:3]1.[OH-].[Na+].C(O)C, predict the reaction product. (3) Given the reactants CON(C)[C:4](=[O:23])[C:5]1[CH:10]=[C:9]([S:11]([F:16])([F:15])([F:14])([F:13])[F:12])[CH:8]=[C:7]([N:17]2[CH2:22][CH2:21][O:20][CH2:19][CH2:18]2)[CH:6]=1.[CH3:25][Mg]Br.Cl, predict the reaction product. The product is: [N:17]1([C:7]2[CH:6]=[C:5]([C:4](=[O:23])[CH3:25])[CH:10]=[C:9]([S:11]([F:12])([F:16])([F:15])([F:13])[F:14])[CH:8]=2)[CH2:22][CH2:21][O:20][CH2:19][CH2:18]1. (4) Given the reactants Br[C:2]1[CH:7]=[CH:6][CH:5]=[CH:4][C:3]=1[CH2:8][CH2:9][C:10]([CH3:13])([OH:12])[CH3:11].CC(C)([O-])C.[Na+], predict the reaction product. The product is: [CH3:11][C:10]1([CH3:13])[CH2:9][CH2:8][C:3]2[C:4](=[CH:5][CH:6]=[CH:7][CH:2]=2)[O:12]1. (5) Given the reactants Br[C:2]1[C:10]2[C:5](=[N:6][C:7]([NH:11][CH2:12][CH2:13][CH2:14][CH3:15])=[N:8][CH:9]=2)[N:4]([C@H:16]2[CH2:21][CH2:20][C@H:19]([OH:22])[CH2:18][CH2:17]2)[N:3]=1.[CH3:23][N:24]1[CH2:29][CH2:28][N:27]([CH2:30][C:31]2[CH:36]=[CH:35][C:34](B3OC(C)(C)C(C)(C)O3)=[CH:33][CH:32]=2)[CH2:26][CH2:25]1.C(=O)([O-])[O-].[K+].[K+], predict the reaction product. The product is: [CH2:12]([NH:11][C:7]1[N:6]=[C:5]2[N:4]([C@H:16]3[CH2:21][CH2:20][C@H:19]([OH:22])[CH2:18][CH2:17]3)[N:3]=[C:2]([C:34]3[CH:33]=[CH:32][C:31]([CH2:30][N:27]4[CH2:28][CH2:29][N:24]([CH3:23])[CH2:25][CH2:26]4)=[CH:36][CH:35]=3)[C:10]2=[CH:9][N:8]=1)[CH2:13][CH2:14][CH3:15]. (6) Given the reactants [Br:1][C:2]1[CH:3]=[C:4]([O:12][CH:13]([CH3:15])[CH3:14])[C:5]([CH3:11])=[C:6]([CH:10]=1)[C:7]([OH:9])=O.Cl.[NH2:17][CH2:18][C:19]1[C:20](=[O:27])[NH:21][C:22]([CH3:26])=[CH:23][C:24]=1[CH3:25].C1C=NC2N(O)N=NC=2C=1.CN1CCOCC1.C(Cl)CCl, predict the reaction product. The product is: [Br:1][C:2]1[CH:3]=[C:4]([O:12][CH:13]([CH3:15])[CH3:14])[C:5]([CH3:11])=[C:6]([CH:10]=1)[C:7]([NH:17][CH2:18][C:19]1[C:20](=[O:27])[NH:21][C:22]([CH3:26])=[CH:23][C:24]=1[CH3:25])=[O:9]. (7) Given the reactants Cl[C:2]1[N:7]=[C:6]([C:8]2[CH:9]=[N:10][CH:11]=[C:12]([Cl:14])[CH:13]=2)[C:5]2[N:15]([CH2:27][C@H:28]3[CH2:33][CH2:32][C@H:31]([CH3:34])[CH2:30][CH2:29]3)[C:16]([CH:18]([C:20]3[C:25]([F:26])=[CH:24][CH:23]=[CH:22][N:21]=3)[CH3:19])=[N:17][C:4]=2[CH:3]=1.[CH3:35][N:36](C=O)C, predict the reaction product. The product is: [Cl:14][C:12]1[CH:13]=[C:8]([C:6]2[C:5]3[N:15]([CH2:27][C@H:28]4[CH2:33][CH2:32][C@H:31]([CH3:34])[CH2:30][CH2:29]4)[C:16]([CH:18]([C:20]4[C:25]([F:26])=[CH:24][CH:23]=[CH:22][N:21]=4)[CH3:19])=[N:17][C:4]=3[CH:3]=[C:2]([C:35]#[N:36])[N:7]=2)[CH:9]=[N:10][CH:11]=1.